The task is: Predict the reactants needed to synthesize the given product.. This data is from Full USPTO retrosynthesis dataset with 1.9M reactions from patents (1976-2016). (1) Given the product [CH3:3][O:2][N:4]=[C:22]([CH2:21][CH2:20][CH2:19][N:18]1[C:14]2[C:13]3[N:12]=[CH:11][CH:10]=[CH:9][C:8]=3[N:7]=[C:6]([NH2:5])[C:15]=2[N:16]=[C:17]1[CH2:25][CH2:26][CH2:27][CH3:28])[CH3:23], predict the reactants needed to synthesize it. The reactants are: Cl.[O:2]([NH2:4])[CH3:3].[NH2:5][C:6]1[C:15]2[N:16]=[C:17]([CH2:25][CH2:26][CH2:27][CH3:28])[N:18]([CH2:19][CH2:20][CH2:21][C:22](=O)[CH3:23])[C:14]=2[C:13]2[N:12]=[CH:11][CH:10]=[CH:9][C:8]=2[N:7]=1. (2) Given the product [CH2:1]([O:8][C:9](=[O:21])[N:10]([C@@H:11]1[CH2:19][C:18]2[C:13](=[CH:14][CH:15]=[C:16]([Br:20])[CH:17]=2)[CH2:12]1)[CH2:24][CH3:25])[C:2]1[CH:3]=[CH:4][CH:5]=[CH:6][CH:7]=1, predict the reactants needed to synthesize it. The reactants are: [CH2:1]([O:8][C:9](=[O:21])[NH:10][C@@H:11]1[CH2:19][C:18]2[C:13](=[CH:14][CH:15]=[C:16]([Br:20])[CH:17]=2)[CH2:12]1)[C:2]1[CH:7]=[CH:6][CH:5]=[CH:4][CH:3]=1.[H-].[Na+].[CH2:24](I)[CH3:25]. (3) Given the product [C:2]([NH:5][C@H:6]1[CH2:10][CH2:9][C@@H:8]([C:11]([NH2:1])=[O:13])[CH2:7]1)(=[O:4])[CH3:3], predict the reactants needed to synthesize it. The reactants are: [NH3:1].[C:2]([NH:5][C@H:6]1[CH2:10][CH2:9][C@@H:8]([C:11]([O:13]C)=O)[CH2:7]1)(=[O:4])[CH3:3]. (4) The reactants are: [C:1]([C:5]1[CH:10]=[CH:9][C:8](Br)=[CH:7][CH:6]=1)([CH3:4])([CH3:3])[CH3:2].[O-]P([O-])([O-])=O.[K+].[K+].[K+].[CH2:20](B(O)O)[CH2:21][CH2:22][CH3:23]. Given the product [C:1]([C:5]1[CH:10]=[CH:9][C:8]([CH2:20][CH2:21][CH2:22][CH3:23])=[CH:7][CH:6]=1)([CH3:4])([CH3:3])[CH3:2], predict the reactants needed to synthesize it. (5) Given the product [CH3:1][S:2]([CH2:5][CH2:6][N:7]([C:8]1[CH:9]=[N:10][CH:11]=[CH:12][C:13]=1[C:14]1[C:15]([O:20][CH3:21])=[N:16][CH:17]=[CH:18][CH:19]=1)[C:27](=[O:28])[C:26]1[CH:30]=[C:31]([C:33]([F:34])([F:35])[F:36])[N:32]=[C:24]([C:23]([F:38])([F:22])[F:37])[CH:25]=1)(=[O:3])=[O:4], predict the reactants needed to synthesize it. The reactants are: [CH3:1][S:2]([CH2:5][CH2:6][NH:7][C:8]1[CH:9]=[N:10][CH:11]=[CH:12][C:13]=1[C:14]1[C:15]([O:20][CH3:21])=[N:16][CH:17]=[CH:18][CH:19]=1)(=[O:4])=[O:3].[F:22][C:23]([F:38])([F:37])[C:24]1[CH:25]=[C:26]([CH:30]=[C:31]([C:33]([F:36])([F:35])[F:34])[N:32]=1)[C:27](O)=[O:28].